Dataset: Catalyst prediction with 721,799 reactions and 888 catalyst types from USPTO. Task: Predict which catalyst facilitates the given reaction. (1) Reactant: [S:1]1[CH:5]=[CH:4][CH:3]=[CH:2]1.[Li]CCCC.[CH3:11][C@@H:12]([CH2:15][CH3:16])[CH2:13]I. Product: [CH3:11][C@@H:12]([CH2:15][CH3:16])[CH2:13][C:2]1[S:1][CH:5]=[CH:4][CH:3]=1. The catalyst class is: 1. (2) Reactant: S(Cl)(Cl)=O.[Br:5][C:6]1[CH:11]=[CH:10][C:9](/[C:12](/[CH3:16])=[CH:13]/[CH2:14]O)=[CH:8][CH:7]=1.C(N(CC)CC)C.[CH3:24][C:25]1([OH:31])[CH2:30][CH2:29][NH:28][CH2:27][CH2:26]1.C(=O)(O)[O-].[Na+]. Product: [Br:5][C:6]1[CH:11]=[CH:10][C:9](/[C:12](/[CH3:16])=[CH:13]/[CH2:14][N:28]2[CH2:29][CH2:30][C:25]([CH3:24])([OH:31])[CH2:26][CH2:27]2)=[CH:8][CH:7]=1. The catalyst class is: 2. (3) The catalyst class is: 30. Reactant: [F:1][C:2]1[CH:3]=[C:4]([N:9]2[CH2:14][CH2:13][CH2:12][N:11]3[N:15]=[C:16]([NH2:18])[N:17]=[C:10]23)[CH:5]=[CH:6][C:7]=1[F:8].C(N(CC)CC)C.CP(C)C.C1(C)C=CC=CC=1.[CH3:37][C:38]1[N:43]=[CH:42][N:41]=[C:40]([N:44]2[CH2:49][CH2:48][C:47](=O)[CH2:46][CH2:45]2)[CH:39]=1.C(Cl)Cl. Product: [F:1][C:2]1[CH:3]=[C:4]([N:9]2[CH2:14][CH2:13][CH2:12][N:11]3[N:15]=[C:16]([NH:18][CH:47]4[CH2:48][CH2:49][N:44]([C:40]5[CH:39]=[C:38]([CH3:37])[N:43]=[CH:42][N:41]=5)[CH2:45][CH2:46]4)[N:17]=[C:10]23)[CH:5]=[CH:6][C:7]=1[F:8]. (4) Reactant: [CH3:1][O:2][C:3]1[CH:4]=[C:5]2[C:10](=[CH:11][C:12]=1[CH2:13][NH:14][C@H:15]1[CH2:20][CH2:19][CH2:18][NH:17][C@H:16]1[C:21]1[CH:26]=[CH:25][CH:24]=[CH:23][CH:22]=1)[C@:9]([CH3:31])([C:27]([F:30])([F:29])[F:28])[O:8][CH2:7][CH2:6]2.COC1C=C2C(=CC=1C=O)C(C)(C(F)(F)F)OCC2.[C:51]([OH:61])(=[O:60])[CH:52]([C:54]1[CH:59]=[CH:58][CH:57]=[CH:56][CH:55]=1)[OH:53].[C:51]([OH:61])(=[O:60])[CH:52]([C:54]1[CH:59]=[CH:58][CH:57]=[CH:56][CH:55]=1)[OH:53].C1([C@H]2[C@@H](N)CCCN2)C=CC=CC=1.COC1C=C2C(=CC=1CNC1CCCNC1C1C=CC=CC=1)C(C)(C(F)(F)F)OCC2. Product: [C:51]([OH:61])(=[O:60])[C@H:52]([C:54]1[CH:59]=[CH:58][CH:57]=[CH:56][CH:55]=1)[OH:53].[CH3:1][O:2][C:3]1[CH:4]=[C:5]2[C:10](=[CH:11][C:12]=1[CH2:13][NH:14][CH:15]1[CH2:20][CH2:19][CH2:18][NH:17][CH:16]1[C:21]1[CH:22]=[CH:23][CH:24]=[CH:25][CH:26]=1)[C:9]([CH3:31])([C:27]([F:30])([F:28])[F:29])[O:8][CH2:7][CH2:6]2. The catalyst class is: 429. (5) Reactant: [F:1][C:2]([F:18])([F:17])[C:3]1[CH:8]=[CH:7][C:6]([C:9]2[CH:14]=[CH:13][C:12]([CH2:15]O)=[CH:11][CH:10]=2)=[CH:5][CH:4]=1.S(Cl)([Cl:21])=O. Product: [Cl:21][CH2:15][C:12]1[CH:13]=[CH:14][C:9]([C:6]2[CH:7]=[CH:8][C:3]([C:2]([F:18])([F:17])[F:1])=[CH:4][CH:5]=2)=[CH:10][CH:11]=1. The catalyst class is: 22. (6) Reactant: [NH2:1][C@@H:2]([CH2:33][C:34]1[CH:39]=[CH:38][CH:37]=[CH:36][CH:35]=1)[C@@H:3]([OH:32])[CH2:4][C@@H:5]([NH:19][C:20](=[O:31])[C@H:21]([C:27]([CH3:30])([CH3:29])[CH3:28])[NH:22][C:23]([O:25][CH3:26])=[O:24])[CH2:6][C:7]1[CH:12]=[CH:11][C:10]([C:13]2[CH:18]=[CH:17][N:16]=[CH:15][CH:14]=2)=[CH:9][CH:8]=1.[CH3:40][O:41][C:42]([NH:44][C@@H:45]([C:49]([CH3:52])([CH3:51])[CH3:50])[C:46](O)=[O:47])=[O:43].CCOP(ON1N=NC2C=CC=CC=2C1=O)(OCC)=O.C(N(CC)C(C)C)(C)C. Product: [CH3:40][O:41][C:42](=[O:43])[NH:44][C@@H:45]([C:49]([CH3:51])([CH3:50])[CH3:52])[C:46](=[O:47])[NH:1][C@@H:2]([CH2:33][C:34]1[CH:35]=[CH:36][CH:37]=[CH:38][CH:39]=1)[C@@H:3]([OH:32])[CH2:4][C@H:5]([CH2:6][C:7]1[CH:8]=[CH:9][C:10]([C:13]2[CH:14]=[CH:15][N:16]=[CH:17][CH:18]=2)=[CH:11][CH:12]=1)[NH:19][C:20](=[O:31])[C@H:21]([C:27]([CH3:30])([CH3:29])[CH3:28])[NH:22][C:23](=[O:24])[O:25][CH3:26]. The catalyst class is: 7. (7) Reactant: [CH3:1][O:2][C:3](=[O:18])[C:4]1[C:9]([O:10][CH3:11])=[C:8]([C:12]([CH3:15])([CH3:14])[CH3:13])[CH:7]=[C:6](Br)[C:5]=1[CH3:17].[Cu](C#N)[C:20]#[N:21]. Product: [CH3:1][O:2][C:3](=[O:18])[C:4]1[C:5]([CH3:17])=[C:6]([C:20]#[N:21])[CH:7]=[C:8]([C:12]([CH3:15])([CH3:14])[CH3:13])[C:9]=1[O:10][CH3:11]. The catalyst class is: 9. (8) Reactant: [Cl:1][C:2]1[CH:7]=[CH:6][C:5]([NH:8][C:9]2[CH:18]=[CH:17][CH:16]=[C:15]3[C:10]=2[CH2:11][CH2:12][N:13]([CH2:20][C@H:21]2[CH2:25][O:24]C(C)(C)[O:22]2)[C:14]3=[O:19])=[CH:4][C:3]=1[C:28]1[NH:29][C:30]([C:33]2[CH:38]=[CH:37][CH:36]=[CH:35][CH:34]=2)=[CH:31][N:32]=1.C(O)(C(F)(F)F)=O. Product: [Cl:1][C:2]1[CH:7]=[CH:6][C:5]([NH:8][C:9]2[CH:18]=[CH:17][CH:16]=[C:15]3[C:10]=2[CH2:11][CH2:12][N:13]([CH2:20][C@H:21]([OH:22])[CH2:25][OH:24])[C:14]3=[O:19])=[CH:4][C:3]=1[C:28]1[NH:29][C:30]([C:33]2[CH:38]=[CH:37][CH:36]=[CH:35][CH:34]=2)=[CH:31][N:32]=1. The catalyst class is: 20. (9) Reactant: Br[C:2]1[CH:11]=[CH:10][CH:9]=[C:8]2[C:3]=1[CH:4]=[C:5]([O:12][CH3:13])[CH:6]=[N:7]2. Product: [CH3:13][O:12][C:5]1[CH:6]=[N:7][C:8]2[C:3]([CH:4]=1)=[C:2]([CH2:3][CH2:4][CH:5]=[O:12])[CH:11]=[CH:10][CH:9]=2. The catalyst class is: 425. (10) Reactant: [CH3:1][C:2]1[CH:7]=[C:6]([O:8][CH2:9][C:10](O)=[O:11])[C:5]([CH3:13])=[CH:4][C:3]=1[C:14]1[C:19]([CH3:20])=[CH:18][C:17]([CH3:21])=[CH:16][C:15]=1[CH3:22].Cl.[NH2:24][CH2:25][CH2:26][CH2:27][CH2:28][CH2:29][CH2:30][CH2:31][CH2:32][CH2:33][CH2:34][C:35]([O:37][CH3:38])=[O:36].CN(C(ON1N=NC2C=CC=CC1=2)=[N+](C)C)C.F[P-](F)(F)(F)(F)F. Product: [CH3:1][C:2]1[CH:7]=[C:6]([O:8][CH2:9][C:10]([NH:24][CH2:25][CH2:26][CH2:27][CH2:28][CH2:29][CH2:30][CH2:31][CH2:32][CH2:33][CH2:34][C:35]([O:37][CH3:38])=[O:36])=[O:11])[C:5]([CH3:13])=[CH:4][C:3]=1[C:14]1[C:19]([CH3:20])=[CH:18][C:17]([CH3:21])=[CH:16][C:15]=1[CH3:22]. The catalyst class is: 3.